This data is from NCI-60 drug combinations with 297,098 pairs across 59 cell lines. The task is: Regression. Given two drug SMILES strings and cell line genomic features, predict the synergy score measuring deviation from expected non-interaction effect. Drug 1: CC=C1C(=O)NC(C(=O)OC2CC(=O)NC(C(=O)NC(CSSCCC=C2)C(=O)N1)C(C)C)C(C)C. Drug 2: CN(CCCl)CCCl.Cl. Cell line: MALME-3M. Synergy scores: CSS=66.2, Synergy_ZIP=3.37, Synergy_Bliss=4.03, Synergy_Loewe=-5.06, Synergy_HSA=5.59.